From a dataset of Peptide-MHC class I binding affinity with 185,985 pairs from IEDB/IMGT. Regression. Given a peptide amino acid sequence and an MHC pseudo amino acid sequence, predict their binding affinity value. This is MHC class I binding data. (1) The peptide sequence is FLPDTRFFV. The MHC is HLA-A02:06 with pseudo-sequence HLA-A02:06. The binding affinity (normalized) is 0.881. (2) The peptide sequence is LLPPQHLIRV. The MHC is HLA-A02:02 with pseudo-sequence HLA-A02:02. The binding affinity (normalized) is 0.669.